Dataset: Reaction yield outcomes from USPTO patents with 853,638 reactions. Task: Predict the reaction yield, written as a fraction of the theoretical maximum amount of product (1.0 means a 100% yield; for example, 0.34 means a 34% yield). (1) The reactants are S([O:6][CH3:7])(OC)(=O)=O.[OH-].[K+].[Br:10][C:11]1[C:12](=O)[NH:13][C:14]([S:17][CH3:18])=[N:15][CH:16]=1. The yield is 0.940. The catalyst is O1CCCC1.C(OCC)(=O)C. The product is [Br:10][C:11]1[C:7](=[O:6])[N:15]([CH3:16])[C:14]([S:17][CH3:18])=[N:13][CH:12]=1. (2) The reactants are [NH2:1][CH2:2][CH2:3][CH2:4][NH:5][S:6]([C:9]1[CH:14]=[C:13]([F:15])[C:12]([CH2:16][S:17][C:18]2[N:19]([C:35]3[CH:40]=[CH:39][C:38]([F:41])=[CH:37][CH:36]=3)[C:20]([C:23]([C:26]3[CH:31]=[CH:30][C:29]([Cl:32])=[C:28]([O:33][CH3:34])[CH:27]=3)([CH3:25])[CH3:24])=[CH:21][N:22]=2)=[C:11]([F:42])[CH:10]=1)(=[O:8])=[O:7].C([NH:50][C:51](N1C=CC=N1)=[N:52]C(OC(C)(C)C)=O)(OC(C)(C)C)=O.CCN(CC)CC. The catalyst is CO. The product is [Cl:32][C:29]1[CH:30]=[CH:31][C:26]([C:23]([C:20]2[N:19]([C:35]3[CH:40]=[CH:39][C:38]([F:41])=[CH:37][CH:36]=3)[C:18]([S:17][CH2:16][C:12]3[C:11]([F:42])=[CH:10][C:9]([S:6]([NH:5][CH2:4][CH2:3][CH2:2][NH:1][C:51]([NH2:52])=[NH:50])(=[O:7])=[O:8])=[CH:14][C:13]=3[F:15])=[N:22][CH:21]=2)([CH3:25])[CH3:24])=[CH:27][C:28]=1[O:33][CH3:34]. The yield is 0.280. (3) The reactants are C[N:2]1[C:7]([CH3:8])=[C:6]([N+:9]([O-:11])=[O:10])[CH:5]=[C:4]([N+]([O-])=O)[C:3]1=O.[C:16]([O:20][C:21](=[O:30])[NH:22][CH:23]1[CH2:28]CC(=O)[CH2:25][CH2:24]1)([CH3:19])([CH3:18])[CH3:17].N. No catalyst specified. The product is [CH3:8][C:7]1[C:6]([N+:9]([O-:11])=[O:10])=[CH:5][C:4]2[CH2:28][CH:23]([NH:22][C:21](=[O:30])[O:20][C:16]([CH3:17])([CH3:19])[CH3:18])[CH2:24][CH2:25][C:3]=2[N:2]=1. The yield is 0.280.